This data is from Full USPTO retrosynthesis dataset with 1.9M reactions from patents (1976-2016). The task is: Predict the reactants needed to synthesize the given product. (1) Given the product [NH2:1][C:4]1[CH:9]=[CH:8][C:7]([N:10]2[CH2:14][CH2:13][N:12]([C:15]3[CH:16]=[CH:17][C:18]([O:21][C:22]([F:24])([F:25])[F:23])=[CH:19][CH:20]=3)[C:11]2=[O:26])=[CH:6][CH:5]=1, predict the reactants needed to synthesize it. The reactants are: [N+:1]([C:4]1[CH:9]=[CH:8][C:7]([N:10]2[CH:14]=[CH:13][N:12]([C:15]3[CH:20]=[CH:19][C:18]([O:21][C:22]([F:25])([F:24])[F:23])=[CH:17][CH:16]=3)[C:11]2=[O:26])=[CH:6][CH:5]=1)([O-])=O. (2) Given the product [C:9]([C:2]1[CH:7]=[CH:6][C:5]([Br:8])=[CH:4][CH:3]=1)#[C:10][CH2:11][CH2:12][CH2:13][CH2:14][CH2:15][CH2:16][CH2:17][CH3:18], predict the reactants needed to synthesize it. The reactants are: I[C:2]1[CH:7]=[CH:6][C:5]([Br:8])=[CH:4][CH:3]=1.[CH:9]#[C:10][CH2:11][CH2:12][CH2:13][CH2:14][CH2:15][CH2:16][CH2:17][CH3:18].C(OP([O-])OCC)C. (3) Given the product [CH2:2]([N:8]1[CH2:9][CH2:10][CH2:11][N:5]([C:12]2[CH:13]=[CH:14][C:15]([C:16]([O:18][CH2:19][CH3:20])=[O:17])=[CH:21][CH:22]=2)[CH2:6][CH2:7]1)[CH:3]=[CH2:4], predict the reactants needed to synthesize it. The reactants are: Br[CH2:2][CH:3]=[CH2:4].[N:5]1([C:12]2[CH:22]=[CH:21][C:15]([C:16]([O:18][CH2:19][CH3:20])=[O:17])=[CH:14][CH:13]=2)[CH2:11][CH2:10][CH2:9][NH:8][CH2:7][CH2:6]1.CCN(C(C)C)C(C)C. (4) Given the product [N+:1]([C:4]1[CH:5]=[C:6]2[C:11](=[CH:12][CH:13]=1)[N:10]=[C:9]([C:14]1[CH:19]=[CH:18][CH:17]=[C:16]([F:20])[CH:15]=1)[CH:8]=[C:7]2[Cl:24])([O-:3])=[O:2], predict the reactants needed to synthesize it. The reactants are: [N+:1]([C:4]1[CH:5]=[C:6]2[C:11](=[CH:12][CH:13]=1)[N:10]=[C:9]([C:14]1[CH:19]=[CH:18][CH:17]=[C:16]([F:20])[CH:15]=1)[CH:8]=[C:7]2O)([O-:3])=[O:2].P(Cl)(Cl)([Cl:24])=O. (5) Given the product [Cl:1][C:2]1[CH:3]=[C:4]([CH:14]=[CH:15][C:16]=1[Cl:17])[CH2:5][N:6]1[CH2:11][CH2:10][O:9][CH:8]([CH2:12][NH:13][C:27](=[O:28])[CH2:26][C:21]2[CH:22]=[CH:23][C:24]([F:25])=[C:19]([F:18])[CH:20]=2)[CH2:7]1, predict the reactants needed to synthesize it. The reactants are: [Cl:1][C:2]1[CH:3]=[C:4]([CH:14]=[CH:15][C:16]=1[Cl:17])[CH2:5][N:6]1[CH2:11][CH2:10][O:9][CH:8]([CH2:12][NH2:13])[CH2:7]1.[F:18][C:19]1[CH:20]=[C:21]([CH2:26][C:27](O)=[O:28])[CH:22]=[CH:23][C:24]=1[F:25]. (6) Given the product [N:29]([C:25]1[CH:24]=[C:23]([C:19]2[CH:18]=[N:17][CH:22]=[CH:21][CH:20]=2)[N:28]=[CH:27][N:26]=1)=[C:1]=[S:2], predict the reactants needed to synthesize it. The reactants are: [C:1](N1C=CC=CC1=O)(N1C=CC=CC1=O)=[S:2].[N:17]1[CH:22]=[CH:21][CH:20]=[C:19]([C:23]2[N:28]=[CH:27][N:26]=[C:25]([NH2:29])[CH:24]=2)[CH:18]=1.